From a dataset of Forward reaction prediction with 1.9M reactions from USPTO patents (1976-2016). Predict the product of the given reaction. (1) Given the reactants C([CH:5]([CH:9]1[C:15]2[CH:16]=[CH:17][CH:18]=[CH:19][C:14]=2[N:13]([CH2:20][C:21]([NH:23][CH2:24][C:25]2[CH:30]=[CH:29][C:28]([NH:31][C:32]([NH2:34])=[NH:33])=[CH:27][CH:26]=2)=[O:22])[C:12](=[O:35])[CH2:11][CH2:10]1)[C:6]([OH:8])=[O:7])(C)(C)C.[C:36]([OH:42])([C:38]([F:41])([F:40])[F:39])=[O:37], predict the reaction product. The product is: [F:39][C:38]([F:41])([F:40])[C:36]([OH:42])=[O:37].[C:6]([CH2:5][CH:9]1[C:15]2[CH:16]=[CH:17][CH:18]=[CH:19][C:14]=2[N:13]([CH2:20][C:21]([NH:23][CH2:24][C:25]2[CH:26]=[CH:27][C:28]([NH:31][C:32](=[NH:33])[NH2:34])=[CH:29][CH:30]=2)=[O:22])[C:12](=[O:35])[CH2:11][CH2:10]1)([OH:8])=[O:7]. (2) The product is: [O:21]1[CH2:22][CH2:23][CH:24]([O:27][C:28]2[CH:35]=[CH:34][C:33]([C:2]3[N:3]=[C:4]([NH:8][C:9]4[CH:14]=[CH:13][C:12]([C:15](=[O:20])[C:16]([F:19])([F:18])[F:17])=[CH:11][CH:10]=4)[N:5]=[CH:6][N:7]=3)=[CH:32][C:29]=2[C:30]#[N:31])[CH2:25][CH2:26]1. Given the reactants Cl[C:2]1[N:7]=[CH:6][N:5]=[C:4]([NH:8][C:9]2[CH:14]=[CH:13][C:12]([C:15](=[O:20])[C:16]([F:19])([F:18])[F:17])=[CH:11][CH:10]=2)[N:3]=1.[O:21]1[CH2:26][CH2:25][CH:24]([O:27][C:28]2[CH:35]=[CH:34][C:33](B3OC(C)(C)C(C)(C)O3)=[CH:32][C:29]=2[C:30]#[N:31])[CH2:23][CH2:22]1.C(=O)([O-])[O-].[Na+].[Na+], predict the reaction product. (3) Given the reactants [OH:1][CH2:2][C@@H:3]1[CH2:9][C@@H:8]2[C@@H:6]([CH2:7]2)[CH2:5][N:4]1[C:10]([O:12][C:13]([CH3:16])([CH3:15])[CH3:14])=[O:11].Cl[C:18]1[CH:23]=[CH:22][C:21]([C:24]([F:27])([F:26])[F:25])=[CH:20][N:19]=1.C([O-])([O-])=O.[K+].[K+].[H-].[Na+], predict the reaction product. The product is: [F:25][C:24]([F:27])([F:26])[C:21]1[CH:22]=[CH:23][C:18]([O:1][CH2:2][C@@H:3]2[CH2:9][C@@H:8]3[C@@H:6]([CH2:7]3)[CH2:5][N:4]2[C:10]([O:12][C:13]([CH3:16])([CH3:15])[CH3:14])=[O:11])=[N:19][CH:20]=1. (4) Given the reactants [Cl:1][C:2]1[CH:7]=[CH:6][C:5]([CH2:8][OH:9])=[CH:4][C:3]=1[CH2:10][C:11]1[CH:16]=[CH:15][C:14]([O:17][CH2:18][CH3:19])=[CH:13][CH:12]=1.BrC1C=CC(Cl)=C(CC2C=CC(OCC)=CC=2)C=1.[Li]CCCC.[C:43]([Si:47]([CH3:62])([CH3:61])[O:48][C@H:49]1[C@H:56]2[C@H:52]([O:53][C:54]([CH3:58])([CH3:57])[O:55]2)[O:51][C@H:50]1C=O)([CH3:46])([CH3:45])[CH3:44], predict the reaction product. The product is: [C:43]([Si:47]([CH3:62])([CH3:61])[O:48][C@H:49]1[C@H:56]2[C@H:52]([O:53][C:54]([CH3:58])([CH3:57])[O:55]2)[O:51][C@H:50]1[C@H:8]([C:5]1[CH:6]=[CH:7][C:2]([Cl:1])=[C:3]([CH2:10][C:11]2[CH:12]=[CH:13][C:14]([O:17][CH2:18][CH3:19])=[CH:15][CH:16]=2)[CH:4]=1)[OH:9])([CH3:46])([CH3:45])[CH3:44]. (5) Given the reactants [Cl:1][C:2]1[CH:7]=[CH:6][C:5]([C:8]2[S:9][CH:10]=[C:11]([CH2:13][CH2:14][OH:15])[N:12]=2)=[CH:4][CH:3]=1.[Li]CCCC.[C:21](=[O:23])=[O:22], predict the reaction product. The product is: [Cl:1][C:2]1[CH:3]=[CH:4][C:5]([C:8]2[S:9][C:10]([C:21]([OH:23])=[O:22])=[C:11]([CH2:13][CH2:14][OH:15])[N:12]=2)=[CH:6][CH:7]=1. (6) Given the reactants [O:1]1[CH2:4][CH:3]([N:5]2[CH2:10][CH2:9][N:8]([C:11]3[CH:16]=[CH:15][C:14]([NH:17][C:18]4[N:23]=[CH:22][N:21]=[C:20]([C:24]5[CH:25]=[CH:26][C:27]([O:32][C@@H:33]6[CH2:37][CH2:36][NH:35][CH2:34]6)=[C:28]([CH:31]=5)[C:29]#[N:30])[N:19]=4)=[CH:13][CH:12]=3)[CH2:7][CH2:6]2)[CH2:2]1.[OH:38][C@@H:39]([CH3:43])[C:40](O)=[O:41].CN(C(ON1N=NC2C=CC=NC1=2)=[N+](C)C)C.F[P-](F)(F)(F)(F)F.CCN(C(C)C)C(C)C, predict the reaction product. The product is: [OH:38][C@@H:39]([CH3:43])[C:40]([N:35]1[CH2:36][CH2:37][C@@H:33]([O:32][C:27]2[CH:26]=[CH:25][C:24]([C:20]3[N:19]=[C:18]([NH:17][C:14]4[CH:15]=[CH:16][C:11]([N:8]5[CH2:7][CH2:6][N:5]([CH:3]6[CH2:4][O:1][CH2:2]6)[CH2:10][CH2:9]5)=[CH:12][CH:13]=4)[N:23]=[CH:22][N:21]=3)=[CH:31][C:28]=2[C:29]#[N:30])[CH2:34]1)=[O:41]. (7) Given the reactants [F:1][C:2]1[CH:7]=[C:6]([F:8])[C:5]([F:9])=[CH:4][C:3]=1[C:10](=O)[CH3:11].[ClH:13].[NH2:14]OC, predict the reaction product. The product is: [ClH:13].[F:1][C:2]1[CH:7]=[C:6]([F:8])[C:5]([F:9])=[CH:4][C:3]=1[CH:10]([NH2:14])[CH3:11]. (8) Given the reactants N([O-])=O.[Na+].Cl.Cl.[NH:7]1[CH2:12][CH2:11][CH2:10][C@@H:9]2[C:13]3[CH:14]=[CH:15][C:16](N)=[CH:17][C:18]=3[CH2:19][C@H:8]12.[OH-:21].[Na+], predict the reaction product. The product is: [NH:7]1[CH2:12][CH2:11][CH2:10][C@@H:9]2[C:13]3[CH:14]=[CH:15][C:16]([OH:21])=[CH:17][C:18]=3[CH2:19][C@H:8]12. (9) Given the reactants [N:1]1([C:8]2[CH:9]=[C:10]3[C:15](=[CH:16][CH:17]=2)[N:14]=[C:13]([C:18]2[CH:23]=[CH:22][C:21]([F:24])=[C:20]([O:25][CH3:26])[CH:19]=2)[N:12]([CH2:27][C:28]([NH:30][CH:31]([CH3:33])[CH3:32])=[O:29])[C:11]3=[O:34])[CH2:7][CH2:6][CH2:5][NH:4][CH2:3][CH2:2]1.Br[CH2:36][CH2:37][OH:38].C(=O)([O-])[O-].[K+].[K+].[I-].[K+], predict the reaction product. The product is: [F:24][C:21]1[CH:22]=[CH:23][C:18]([C:13]2[N:12]([CH2:27][C:28]([NH:30][CH:31]([CH3:32])[CH3:33])=[O:29])[C:11](=[O:34])[C:10]3[C:15](=[CH:16][CH:17]=[C:8]([N:1]4[CH2:7][CH2:6][CH2:5][N:4]([CH2:36][CH2:37][OH:38])[CH2:3][CH2:2]4)[CH:9]=3)[N:14]=2)=[CH:19][C:20]=1[O:25][CH3:26]. (10) The product is: [Br:8][C:3]1[C:4]([CH3:7])=[N:5][O:6][C:2]=1[NH:1][S:23]([C:21]1[S:22][C:18]([CH2:17][NH:16][C:14](=[O:15])[C:13]2[CH:27]=[CH:28][C:10]([Cl:9])=[CH:11][CH:12]=2)=[CH:19][CH:20]=1)(=[O:25])=[O:24]. Given the reactants [NH2:1][C:2]1[O:6][N:5]=[C:4]([CH3:7])[C:3]=1[Br:8].[Cl:9][C:10]1[CH:28]=[CH:27][C:13]([C:14]([NH:16][CH2:17][C:18]2[S:22][C:21]([S:23](Cl)(=[O:25])=[O:24])=[CH:20][CH:19]=2)=[O:15])=[CH:12][CH:11]=1, predict the reaction product.